Dataset: Reaction yield outcomes from USPTO patents with 853,638 reactions. Task: Predict the reaction yield, written as a fraction of the theoretical maximum amount of product (1.0 means a 100% yield; for example, 0.34 means a 34% yield). (1) The reactants are [F:1][C:2]1[CH:3]=[C:4]([CH:8]2[S:13][CH2:12][CH2:11][CH2:10][S:9]2)[CH:5]=[CH:6][CH:7]=1.[Li]CCCC.[F:19][CH:20]([F:31])[O:21][C:22]1[CH:29]=[CH:28][C:25]([CH:26]=[O:27])=[CH:24][C:23]=1[CH3:30]. The catalyst is C1COCC1. The product is [F:19][CH:20]([F:31])[O:21][C:22]1[CH:29]=[CH:28][C:25]([CH:26]([C:8]2([C:4]3[CH:5]=[CH:6][CH:7]=[C:2]([F:1])[CH:3]=3)[S:9][CH2:10][CH2:11][CH2:12][S:13]2)[OH:27])=[CH:24][C:23]=1[CH3:30]. The yield is 0.800. (2) The reactants are C(N(CC)CC)C.[C:8]([C:10]1[CH:15]=[CH:14][CH:13]=[CH:12][CH:11]=1)#[CH:9].[CH2:16]([O:18][C:19]([C:21]1[N:22]([CH3:28])[C:23](Br)=[N:24][C:25]=1[CH3:26])=[O:20])[CH3:17].CC#N. The product is [CH2:16]([O:18][C:19]([C:21]1[N:22]([CH3:28])[C:23]([C:9]#[C:8][C:10]2[CH:15]=[CH:14][CH:13]=[CH:12][CH:11]=2)=[N:24][C:25]=1[CH3:26])=[O:20])[CH3:17]. The catalyst is CN(C=O)C.C(O)(C(F)(F)F)=O. The yield is 0.290.